This data is from Forward reaction prediction with 1.9M reactions from USPTO patents (1976-2016). The task is: Predict the product of the given reaction. (1) The product is: [F:19][C:20]1[CH:25]=[C:24]([C:2]2[CH:18]=[CH:17][CH:16]=[CH:15][C:3]=2[O:4][C:5]2[CH:10]=[CH:9][CH:8]=[C:7]([C:11]([F:14])([F:13])[F:12])[N:6]=2)[CH:23]=[CH:22][C:21]=1[C:35]1[CH:40]=[N:39][C:38]([NH2:41])=[N:37][CH:36]=1. Given the reactants Br[C:2]1[CH:18]=[CH:17][CH:16]=[CH:15][C:3]=1[O:4][C:5]1[CH:10]=[CH:9][CH:8]=[C:7]([C:11]([F:14])([F:13])[F:12])[N:6]=1.[F:19][C:20]1[CH:25]=[C:24](B2OC(C)(C)C(C)(C)O2)[CH:23]=[CH:22][C:21]=1[C:35]1[CH:36]=[N:37][C:38]([NH2:41])=[N:39][CH:40]=1, predict the reaction product. (2) Given the reactants [OH-].[K+].[CH3:3][O:4][C:5]1[CH:6]=[C:7]2C(=[CH:12][C:13]=1[O:14][CH3:15])NC=[CH:8]2.[I:16]I.IC.S([O-])([O-])(=O)=S.[Na+].[Na+].[CH3:27][N:28]([CH3:31])[CH:29]=O, predict the reaction product. The product is: [I:16][C:8]1[C:7]2[C:27](=[CH:12][C:13]([O:14][CH3:15])=[C:5]([O:4][CH3:3])[CH:6]=2)[N:28]([CH3:31])[CH:29]=1. (3) Given the reactants [CH2:1]([O:4]N1C(=O)N2C[C@H]1C(C)=C[C@H]2CO[Si](C(C)(C)C)(C)C)C=C.[CH2:24]([O:27][NH:28][C@@H:29]1[C:34]([C:35]([NH:37][CH3:38])=[O:36])=[CH:33][C@@H:32]([CH2:39][O:40][CH3:41])[NH:31][CH2:30]1)[CH:25]=[CH2:26], predict the reaction product. The product is: [CH2:24]([O:27][N:28]1[C:1](=[O:4])[N:31]2[CH2:30][C@H:29]1[C:34]([C:35]([NH:37][CH3:38])=[O:36])=[CH:33][C@H:32]2[CH2:39][O:40][CH3:41])[CH:25]=[CH2:26]. (4) Given the reactants C(O[BH3-])(=O)C.[Na+].[CH:7](=O)[CH:8]([CH3:10])[CH3:9].[Cl:12][C:13]1[CH:18]=[CH:17][C:16]([CH:19]([C:41]2[CH:46]=[CH:45][C:44]([Cl:47])=[CH:43][CH:42]=2)[N:20]2[CH2:23][C:22](=[CH:24][S:25]([CH2:28][C:29]3[CH:30]=[C:31]([N:35]4[CH2:40][CH2:39][NH:38][CH2:37][CH2:36]4)[CH:32]=[CH:33][CH:34]=3)(=[O:27])=[O:26])[CH2:21]2)=[CH:15][CH:14]=1.C(=O)(O)[O-].[Na+], predict the reaction product. The product is: [Cl:12][C:13]1[CH:14]=[CH:15][C:16]([CH:19]([C:41]2[CH:42]=[CH:43][C:44]([Cl:47])=[CH:45][CH:46]=2)[N:20]2[CH2:21][C:22](=[CH:24][S:25]([CH2:28][C:29]3[CH:30]=[C:31]([N:35]4[CH2:40][CH2:39][N:38]([CH2:7][CH:8]([CH3:10])[CH3:9])[CH2:37][CH2:36]4)[CH:32]=[CH:33][CH:34]=3)(=[O:26])=[O:27])[CH2:23]2)=[CH:17][CH:18]=1. (5) Given the reactants [N:1]1[CH:6]=[CH:5][C:4]([C:7](=O)[CH2:8][C:9](=O)[C:10]([F:13])([F:12])[F:11])=[CH:3][CH:2]=1.C(C1C=CN=CC=1)(=O)C.[NH2:25][C:26]1[N:27]=[CH:28][NH:29][C:30]=1[C:31]#[N:32], predict the reaction product. The product is: [N:1]1[CH:6]=[CH:5][C:4]([C:7]2[CH:8]=[C:9]([C:10]([F:13])([F:12])[F:11])[N:27]3[CH:28]=[N:29][C:30]([C:31]#[N:32])=[C:26]3[N:25]=2)=[CH:3][CH:2]=1.